From a dataset of Rat liver microsome stability data. Regression/Classification. Given a drug SMILES string, predict its absorption, distribution, metabolism, or excretion properties. Task type varies by dataset: regression for continuous measurements (e.g., permeability, clearance, half-life) or binary classification for categorical outcomes (e.g., BBB penetration, CYP inhibition). Dataset: rlm. (1) The molecule is CCCCc1ccc(NC(=O)c2ccc3c(c2)N(S(C)(=O)=O)CC3)cc1. The result is 1 (stable in rat liver microsomes). (2) The drug is Nc1nnc(-c2cccc(Cl)c2)c(-c2ccccc2)n1. The result is 1 (stable in rat liver microsomes). (3) The molecule is Cc1cc(-c2cc(CS(C)(=O)=O)ccc2Oc2ccc(F)cc2F)n2ccnc(O)c12. The result is 1 (stable in rat liver microsomes). (4) The compound is Nc1ccc(CNc2ccc(S(=O)(=O)Nc3nccs3)cc2)c(O)c1. The result is 0 (unstable in rat liver microsomes). (5) The molecule is CN(CC(=O)NC(c1cccc(F)c1)c1cc(Cl)c2cccnc2c1O)c1ccccc1. The result is 1 (stable in rat liver microsomes). (6) The compound is Cn1ccc2cccc(Nc3nc(N[C@@H]4CCCC[C@@H]4N)cc4ncnc(O)c34)c21. The result is 1 (stable in rat liver microsomes). (7) The drug is CC(C)n1nnc2c(N3CCOCC3)nc(-c3ccc(NC(=O)Nc4ccncc4)cc3)nc21. The result is 0 (unstable in rat liver microsomes).